This data is from Full USPTO retrosynthesis dataset with 1.9M reactions from patents (1976-2016). The task is: Predict the reactants needed to synthesize the given product. Given the product [CH3:1][C:2]1[CH:3]=[C:4]([C:13]([OH:15])=[O:14])[S:5][C:6]=1[C:7]1[N:11]([CH3:12])[N:10]=[CH:9][CH:8]=1, predict the reactants needed to synthesize it. The reactants are: [CH3:1][C:2]1[CH:3]=[C:4]([C:13]([O:15]C)=[O:14])[S:5][C:6]=1[C:7]1[N:11]([CH3:12])[N:10]=[CH:9][CH:8]=1.[OH-].[Na+].Cl.